Dataset: Catalyst prediction with 721,799 reactions and 888 catalyst types from USPTO. Task: Predict which catalyst facilitates the given reaction. Reactant: [NH:1]1[CH2:6][CH2:5][CH:4]([O:7][CH:8]2[CH2:13][CH2:12][N:11]([C:14]([O:16][C:17]([CH3:20])([CH3:19])[CH3:18])=[O:15])[CH2:10][CH2:9]2)[CH2:3][CH2:2]1.CS(O[C@H:26]([CH3:29])[CH2:27][CH3:28])(=O)=O.C(=O)([O-])[O-].[K+].[K+]. Product: [CH3:29][C@H:26]([N:1]1[CH2:2][CH2:3][CH:4]([O:7][CH:8]2[CH2:9][CH2:10][N:11]([C:14]([O:16][C:17]([CH3:20])([CH3:19])[CH3:18])=[O:15])[CH2:12][CH2:13]2)[CH2:5][CH2:6]1)[CH2:27][CH3:28]. The catalyst class is: 444.